This data is from Full USPTO retrosynthesis dataset with 1.9M reactions from patents (1976-2016). The task is: Predict the reactants needed to synthesize the given product. (1) Given the product [O:21]1[CH2:22][CH2:26][O:27][CH:4]1[CH2:3][C:2](=[CH:1][C:29]1[O:28][CH:32]=[CH:31][CH:30]=1)[C:13]([O:17][CH2:18][CH3:19])=[O:20], predict the reactants needed to synthesize it. The reactants are: [CH2:1]([Li])[CH2:2][CH2:3][CH3:4].C(NC(C)C)(C)C.[C:13](=[O:20])([O:17][CH2:18][CH3:19])OCC.[O:21]1C=CC=[C:22]1[CH:26]=[O:27].[O:28]1[CH2:32][CH2:31][CH2:30][CH2:29]1. (2) Given the product [Br:7][C:8]1[CH:9]=[N:10][N:11]([CH2:14][CH:15]2[CH2:19][O:18][C:17]([CH3:21])([CH3:20])[O:16]2)[CH:12]=1, predict the reactants needed to synthesize it. The reactants are: C([O-])([O-])=O.[Cs+].[Cs+].[Br:7][C:8]1[CH:9]=[N:10][NH:11][CH:12]=1.Cl[CH2:14][CH:15]1[CH2:19][O:18][C:17]([CH3:21])([CH3:20])[O:16]1.O.